Dataset: Forward reaction prediction with 1.9M reactions from USPTO patents (1976-2016). Task: Predict the product of the given reaction. (1) Given the reactants [CH:1]([C:3]1(O)[CH2:8][CH2:7][CH2:6][CH2:5][CH2:4]1)=[CH2:2].[C:10](OC)([O:14]C)([O:12][CH3:13])[CH3:11], predict the reaction product. The product is: [C:3]1(=[CH:1][CH2:2][CH2:11][C:10]([O:12][CH3:13])=[O:14])[CH2:8][CH2:7][CH2:6][CH2:5][CH2:4]1. (2) Given the reactants [CH:1]1([N:7]2[C:11]([CH2:12][OH:13])=[CH:10][C:9]([CH3:14])=[N:8]2)[CH2:6][CH2:5][CH2:4][CH2:3][CH2:2]1.[Cr](Cl)([O-])(=O)=O.[NH+]1C=CC=CC=1, predict the reaction product. The product is: [CH:1]1([N:7]2[C:11]([CH:12]=[O:13])=[CH:10][C:9]([CH3:14])=[N:8]2)[CH2:2][CH2:3][CH2:4][CH2:5][CH2:6]1. (3) The product is: [C:17]([O:21][C:22]([NH:10][NH:9][C:4]1[CH:5]=[CH:6][CH:7]=[CH:8][C:3]=1[Cl:2])=[O:23])([CH3:20])([CH3:19])[CH3:18]. Given the reactants Cl.[Cl:2][C:3]1[CH:8]=[CH:7][CH:6]=[CH:5][C:4]=1[NH:9][NH2:10].C([O-])([O-])=O.[K+].[K+].[C:17]([O:21][C:22](O[C:22]([O:21][C:17]([CH3:20])([CH3:19])[CH3:18])=[O:23])=[O:23])([CH3:20])([CH3:19])[CH3:18], predict the reaction product. (4) Given the reactants [NH2:1][C:2]1[CH:9]=[CH:8][CH:7]=[CH:6][C:3]=1[CH:4]=O.[Cl:10][C:11]1[CH:16]=[CH:15][CH:14]=[C:13]([O:17][CH3:18])[C:12]=1[CH2:19][CH2:20][C:21]#[N:22], predict the reaction product. The product is: [Cl:10][C:11]1[CH:16]=[CH:15][CH:14]=[C:13]([O:17][CH3:18])[C:12]=1[CH2:19][C:20]1[C:21]([NH2:22])=[N:1][C:2]2[C:3]([CH:4]=1)=[CH:6][CH:7]=[CH:8][CH:9]=2.